This data is from Reaction yield outcomes from USPTO patents with 853,638 reactions. The task is: Predict the reaction yield, written as a fraction of the theoretical maximum amount of product (1.0 means a 100% yield; for example, 0.34 means a 34% yield). (1) The reactants are [CH:1]([O:4][C:5]1[CH:6]=[C:7]2[O:11][CH:10]=[CH:9][C:8]2=[C:12]([C:14]([O:16][CH3:17])=[O:15])[CH:13]=1)([CH3:3])[CH3:2].C1C(=O)N([Br:25])C(=O)C1. The catalyst is C(Cl)(Cl)Cl. The product is [Br:25][C:10]1[O:11][C:7]2[C:8](=[C:12]([C:14]([O:16][CH3:17])=[O:15])[CH:13]=[C:5]([O:4][CH:1]([CH3:3])[CH3:2])[CH:6]=2)[CH:9]=1. The yield is 0.870. (2) The reactants are [N:1]#[C:2][NH2:3].[O-]CC.[Na+].[CH3:8][CH2:9][C:10](=O)[CH:11]([CH2:13][CH3:14])[OH:12].O. The catalyst is C(O)C. The product is [NH2:1][C:2]1[O:12][C:11]([CH2:13][CH3:14])=[C:10]([CH2:9][CH3:8])[N:3]=1. The yield is 0.297.